This data is from Full USPTO retrosynthesis dataset with 1.9M reactions from patents (1976-2016). The task is: Predict the reactants needed to synthesize the given product. (1) Given the product [Cl:17][C:16]1[C:11]([C:7]2[C:2]([F:1])=[N:3][CH:4]=[C:5]([CH3:9])[CH:6]=2)=[C:12]([N+:23]([O-:25])=[O:24])[C:13]([CH3:22])=[C:14]([C:18]([F:19])([F:20])[F:21])[CH:15]=1, predict the reactants needed to synthesize it. The reactants are: [F:1][C:2]1[C:7](I)=[CH:6][C:5]([CH3:9])=[CH:4][N:3]=1.Cl[C:11]1[C:12]([N+:23]([O-:25])=[O:24])=[C:13]([CH3:22])[C:14]([C:18]([F:21])([F:20])[F:19])=[CH:15][C:16]=1[Cl:17].O.CO. (2) Given the product [Cl:1][C:2]1[C:7]2[CH:8]=[CH:9][NH:10][C:6]=2[C:5]([C:20]([O:22][CH3:23])=[O:21])=[CH:4][N:3]=1, predict the reactants needed to synthesize it. The reactants are: [Cl:1][C:2]1[C:7]2[CH:8]=[CH:9][N:10](CC3C=CC(OC)=CC=3)[C:6]=2[C:5]([C:20]([O:22][CH3:23])=[O:21])=[CH:4][N:3]=1.S(OS(C(F)(F)F)(=O)=O)(C(F)(F)F)(=O)=O.[OH-].[Na+]. (3) Given the product [CH2:9]([NH:8][Si:4]([NH:5][CH2:6][CH3:7])([NH:11][CH2:12][CH3:13])[N:3]([CH2:14][CH3:15])[CH2:1][CH3:2])[CH3:10], predict the reactants needed to synthesize it. The reactants are: [CH2:1]([NH:3][Si:4]([NH:11][CH2:12][CH3:13])([NH:8][CH2:9][CH3:10])[NH:5][CH2:6][CH3:7])[CH3:2].[C:14]1(C)C=CC=C[CH:15]=1. (4) Given the product [Br:1][C:2]1[CH:3]=[C:4]2[O:10][C:9](=[O:11])[N:8]([CH3:14])[C:5]2=[N:6][CH:7]=1, predict the reactants needed to synthesize it. The reactants are: [Br:1][C:2]1[CH:3]=[C:4]2[O:10][C:9](=[O:11])[NH:8][C:5]2=[N:6][CH:7]=1.[H-].[Na+].[CH3:14]I. (5) Given the product [NH2:35][C:7]1[CH:8]=[CH:9][C:10]([CH2:11][C:12]2[NH:20][C:19]3[C:18](=[O:21])[N:17]([CH2:22][C:23]4[CH:28]=[CH:27][CH:26]=[CH:25][C:24]=4[F:29])[C:16](=[O:30])[N:15]([CH2:31][CH2:32][CH2:33][CH3:34])[C:14]=3[N:13]=2)=[C:5]([NH:4][C:1](=[O:3])[CH3:2])[CH:6]=1, predict the reactants needed to synthesize it. The reactants are: [C:1]([NH:4][C:5]1[CH:6]=[C:7]([NH:35]C(=O)C)[CH:8]=[CH:9][C:10]=1[CH2:11][C:12]1[NH:20][C:19]2[C:18](=[O:21])[N:17]([CH2:22][C:23]3[CH:28]=[CH:27][CH:26]=[CH:25][C:24]=3[F:29])[C:16](=[O:30])[N:15]([CH2:31][CH2:32][CH2:33][CH3:34])[C:14]=2[N:13]=1)(=[O:3])[CH3:2].[OH-].[K+]. (6) The reactants are: [OH:1][C:2]1[CH:3]=[C:4]([S:8][C:9]([CH3:15])([CH3:14])[C:10]([O:12][CH3:13])=[O:11])[CH:5]=[CH:6][CH:7]=1.[CH:16]1[C:28]2[N:27]([CH2:29][CH2:30]O)[C:26]3[C:21](=[CH:22][CH:23]=[CH:24][CH:25]=3)[C:20]=2[CH:19]=[CH:18][CH:17]=1.CC(OC(/N=N/C(OC(C)C)=O)=O)C.C1(P(C2C=CC=CC=2)C2C=CC=CC=2)C=CC=CC=1. Given the product [CH:25]1[C:26]2[N:27]([CH2:29][CH2:30][O:1][C:2]3[CH:3]=[C:4]([S:8][C:9]([CH3:15])([CH3:14])[C:10]([O:12][CH3:13])=[O:11])[CH:5]=[CH:6][CH:7]=3)[C:28]3[C:20](=[CH:19][CH:18]=[CH:17][CH:16]=3)[C:21]=2[CH:22]=[CH:23][CH:24]=1, predict the reactants needed to synthesize it. (7) The reactants are: Br[C:2]1[CH:7]=[CH:6][C:5]([Cl:8])=[CH:4][C:3]=1[CH3:9].[N:10]1([C:16]([O:18][C:19]([CH3:22])([CH3:21])[CH3:20])=[O:17])[CH2:15][CH2:14][NH:13][CH2:12][CH2:11]1.C(P(C(C)(C)C)C(C)(C)C)(C)(C)C.C(=O)([O-])[O-].[Cs+].[Cs+]. Given the product [C:19]([O:18][C:16]([N:10]1[CH2:15][CH2:14][N:13]([C:2]2[CH:7]=[CH:6][C:5]([Cl:8])=[CH:4][C:3]=2[CH3:9])[CH2:12][CH2:11]1)=[O:17])([CH3:22])([CH3:20])[CH3:21], predict the reactants needed to synthesize it. (8) Given the product [CH3:10][CH:11]1[CH2:12][CH2:2][CH2:3][O:4]1.[CH3:6][C:2]([N:8]1[CH:12]=[CH:11][CH:10]=[N:9]1)([CH3:7])[C:3]([OH:5])=[O:4], predict the reactants needed to synthesize it. The reactants are: Br[C:2]([CH3:7])([CH3:6])[C:3]([OH:5])=[O:4].[NH:8]1[CH:12]=[CH:11][CH:10]=[N:9]1. (9) Given the product [C:40]1([CH:47]=[CH:46][CH:45]=[C:43]([OH:44])[CH:42]=1)[OH:41].[CH:20]1[CH:21]=[C:22]2[C:23]([O:26][C:16]3([C:15]4[CH:24]=[CH:11][C:12]([OH:28])=[CH:13][C:14]=4[O:44][C:43]4[CH:42]=[C:40]([OH:41])[CH:47]=[CH:46][C:45]3=4)[C:17]2=[CH:18][CH:19]=1)=[O:25], predict the reactants needed to synthesize it. The reactants are: CC1C=CC=C(O)C=1O.O[C:11]1[C:24]2[C:23](=[O:25])[C:22]3[C:17](=[CH:18][CH:19]=[CH:20][CH:21]=3)[C:16](=[O:26])[C:15]=2[CH:14]=[C:13](C)[C:12]=1[OH:28].C1(=O)OC(=O)C2=CC=CC=C12.[C:40]1([CH:47]=[CH:46][CH:45]=[C:43]([OH:44])[CH:42]=1)[OH:41].